From a dataset of Forward reaction prediction with 1.9M reactions from USPTO patents (1976-2016). Predict the product of the given reaction. (1) Given the reactants [CH:1]1([C:5](O)=O)[CH2:4][CH2:3][CH2:2]1.C(Cl)(=O)C(Cl)=O.Cl.[NH2:15][NH:16][C:17]([NH2:19])=[O:18].C(N(CC)CC)C.[OH-].[Na+].S(=O)(=O)(O)O, predict the reaction product. The product is: [CH:1]1([C:5]2[NH:19][C:17](=[O:18])[NH:16][N:15]=2)[CH2:2][CH2:3][CH2:4]1. (2) The product is: [CH2:20]([C:19]1[CH:18]=[CH:17][C:16]([C@H:22]2[C@H:27]([O:28][CH2:52][C:53]3[CH:58]=[CH:57][CH:56]=[CH:55][CH:54]=3)[C@@H:26]([O:29][CH2:22][C:16]3[CH:17]=[CH:18][CH:19]=[CH:14][CH:15]=3)[C@H:25]([O:30][CH2:13][C:11]3[CH:12]=[CH:7][CH:8]=[CH:9][CH:10]=3)[C@@H:24]([CH2:31][O:32][C:33]([C:40]3[CH:41]=[CH:42][CH:43]=[CH:44][CH:45]=3)([C:34]3[CH:39]=[CH:38][CH:37]=[CH:36][CH:35]=3)[C:46]3[CH:47]=[CH:48][CH:49]=[CH:50][CH:51]=3)[O:23]2)=[CH:15][C:14]=1[CH2:13][C:11]1[CH:10]=[CH:9][C:8]2[O:3][CH2:4][CH2:5][O:6][C:7]=2[CH:12]=1)[CH3:21]. Given the reactants [H-].[Na+].[O:3]1[C:8]2[CH:9]=[CH:10][C:11]([CH2:13][C:14]3[CH:15]=[C:16]([C@H:22]4[C@H:27]([OH:28])[C@@H:26]([OH:29])[C@H:25]([OH:30])[C@@H:24]([CH2:31][O:32][C:33]([C:46]5[CH:51]=[CH:50][CH:49]=[CH:48][CH:47]=5)([C:40]5[CH:45]=[CH:44][CH:43]=[CH:42][CH:41]=5)[C:34]5[CH:39]=[CH:38][CH:37]=[CH:36][CH:35]=5)[O:23]4)[CH:17]=[CH:18][C:19]=3[CH2:20][CH3:21])=[CH:12][C:7]=2[O:6][CH2:5][CH2:4]1.[CH2:52](Br)[C:53]1[CH:58]=[CH:57][CH:56]=[CH:55][CH:54]=1, predict the reaction product. (3) Given the reactants Cl.Cl.[F:3][C:4]1[CH:9]=[CH:8][C:7]([N:10]2[CH2:15][CH2:14][NH:13][CH2:12][CH2:11]2)=[CH:6][CH:5]=1.Cl[CH:17]([C:19]1[CH:24]=[CH:23][C:22]([C:25]([NH:28][C:29](=[O:31])[CH3:30])([CH3:27])[CH3:26])=[CH:21][CH:20]=1)[CH3:18], predict the reaction product. The product is: [F:3][C:4]1[CH:5]=[CH:6][C:7]([N:10]2[CH2:15][CH2:14][N:13]([CH:17]([C:19]3[CH:24]=[CH:23][C:22]([C:25]([NH:28][C:29](=[O:31])[CH3:30])([CH3:27])[CH3:26])=[CH:21][CH:20]=3)[CH3:18])[CH2:12][CH2:11]2)=[CH:8][CH:9]=1.